Dataset: Reaction yield outcomes from USPTO patents with 853,638 reactions. Task: Predict the reaction yield, written as a fraction of the theoretical maximum amount of product (1.0 means a 100% yield; for example, 0.34 means a 34% yield). (1) The reactants are [CH3:1][O:2][C:3]1[CH:8]=[CH:7][C:6]([C:9]2[C:13]3[CH2:14][C:15]4[S:16][C:17]([C:20]5[CH:21]=[C:22]([NH2:26])[CH:23]=[CH:24][CH:25]=5)=[CH:18][C:19]=4[C:12]=3[N:11](COCC[Si](C)(C)C)[N:10]=2)=[CH:5][CH:4]=1.Cl. The catalyst is CO. The product is [CH3:1][O:2][C:3]1[CH:4]=[CH:5][C:6]([C:9]2[C:13]3[CH2:14][C:15]4[S:16][C:17]([C:20]5[CH:21]=[C:22]([NH2:26])[CH:23]=[CH:24][CH:25]=5)=[CH:18][C:19]=4[C:12]=3[NH:11][N:10]=2)=[CH:7][CH:8]=1. The yield is 0.960. (2) The reactants are C[O:2][C:3](=[O:44])[C:4]1[CH:9]=[CH:8][C:7]([O:10][CH2:11][CH2:12][CH2:13][O:14]/[N:15]=[CH:16]/[C:17]2[CH:22]=[CH:21][C:20]([C:23]([F:26])([F:25])[F:24])=[CH:19][CH:18]=2)=[CH:6][C:5]=1[NH:27][C:28](=[O:43])[C:29]1[CH:34]=[C:33]([C:35]([F:38])([F:37])[F:36])[CH:32]=[C:31]([C:39]([F:42])([F:41])[F:40])[CH:30]=1.CO.[OH-].[Li+]. The catalyst is O1CCCC1. The product is [F:36][C:35]([F:37])([F:38])[C:33]1[CH:34]=[C:29]([CH:30]=[C:31]([C:39]([F:41])([F:40])[F:42])[CH:32]=1)[C:28]([NH:27][C:5]1[CH:6]=[C:7]([O:10][CH2:11][CH2:12][CH2:13][O:14]/[N:15]=[CH:16]/[C:17]2[CH:18]=[CH:19][C:20]([C:23]([F:24])([F:25])[F:26])=[CH:21][CH:22]=2)[CH:8]=[CH:9][C:4]=1[C:3]([OH:44])=[O:2])=[O:43]. The yield is 0.260. (3) The reactants are [NH2:1][C:2]1[CH:7]=[CH:6][C:5]([C:8]2[S:9][C:10]3[CH:16]([OH:17])[CH2:15][CH2:14][CH2:13][C:11]=3[N:12]=2)=[CH:4][CH:3]=1.C=O.[BH3-][C:21]#N.[Na+]. The catalyst is C1COCC1. The product is [CH3:21][NH:1][C:2]1[CH:3]=[CH:4][C:5]([C:8]2[S:9][C:10]3[CH:16]([OH:17])[CH2:15][CH2:14][CH2:13][C:11]=3[N:12]=2)=[CH:6][CH:7]=1. The yield is 0.280. (4) The reactants are [H-].[Na+].[NH:3]1[C:11]2[C:6](=[CH:7][CH:8]=[CH:9][CH:10]=2)[C:5]([C:12]([O:14][CH3:15])=[O:13])=[CH:4]1.[CH3:16]I. The catalyst is CN(C=O)C.O. The product is [CH3:16][N:3]1[C:11]2[C:6](=[CH:7][CH:8]=[CH:9][CH:10]=2)[C:5]([C:12]([O:14][CH3:15])=[O:13])=[CH:4]1. The yield is 0.960. (5) The reactants are [F:1][C:2]1[CH:19]=[CH:18][C:5]([O:6][C:7]2[N:12]=[CH:11][C:10]([CH2:13][C:14](Cl)=[N:15][OH:16])=[CH:9][CH:8]=2)=[CH:4][CH:3]=1.O1CCCC1.[C:25]([C:27]1[CH:28]=[CH:29][C:30]([NH2:33])=[N:31][CH:32]=1)#[CH:26].C(N(CC)CC)C. The catalyst is O. The product is [F:1][C:2]1[CH:19]=[CH:18][C:5]([O:6][C:7]2[N:12]=[CH:11][C:10]([CH2:13][C:14]3[CH:26]=[C:25]([C:27]4[CH:28]=[CH:29][C:30]([NH2:33])=[N:31][CH:32]=4)[O:16][N:15]=3)=[CH:9][CH:8]=2)=[CH:4][CH:3]=1. The yield is 0.190. (6) The reactants are [CH2:1]([CH:3]([C:6]1[C:11]2[N:12]([CH3:16])[C:13](=O)[NH:14][C:10]=2[CH:9]=[CH:8][CH:7]=1)[CH2:4][CH3:5])[CH3:2].P(Br)(Br)([Br:19])=O. The catalyst is C1(C)C=CC=CC=1. The product is [Br:19][C:13]1[N:12]([CH3:16])[C:11]2[C:6]([CH:3]([CH2:4][CH3:5])[CH2:1][CH3:2])=[CH:7][CH:8]=[CH:9][C:10]=2[N:14]=1. The yield is 0.110.